This data is from Catalyst prediction with 721,799 reactions and 888 catalyst types from USPTO. The task is: Predict which catalyst facilitates the given reaction. (1) Reactant: [C:1]([O:5][C:6]([N:8]1[CH2:13][CH2:12][C:11](=[CH:14][C:15]#[CH:16])[CH2:10][CH2:9]1)=[O:7])([CH3:4])([CH3:3])[CH3:2].Br[C:18]1[CH:23]=[C:22]([CH3:24])[CH:21]=[CH:20][C:19]=1[OH:25].[F-].C([N+](CCCC)(CCCC)CCCC)CCC.C([O-])(=O)C.[Na+]. Product: [C:1]([O:5][C:6]([N:8]1[CH2:13][CH2:12][C:11](=[CH:14][C:15]2[O:25][C:19]3[CH:20]=[CH:21][C:22]([CH3:24])=[CH:23][C:18]=3[CH:16]=2)[CH2:10][CH2:9]1)=[O:7])([CH3:4])([CH3:3])[CH3:2]. The catalyst class is: 128. (2) Reactant: Br[C:2]1[C:6]([C:7]2[CH:12]=[CH:11][N:10]=[CH:9][CH:8]=2)=[C:5]([C:13]2[CH:18]=[CH:17][CH:16]=[CH:15][CH:14]=2)[NH:4][N:3]=1.[CH2:19]1[C@@H:27]2[N:22]([CH2:23][CH2:24][C:25](=O)[CH2:26]2)[CH2:21][CH2:20]1.C(OCC)(=O)C.CO. Product: [CH2:19]1[C@@H:27]2[N:22]([CH2:23][CH2:24][C:25]([C:2]3[C:6]([C:7]4[CH:12]=[CH:11][N:10]=[CH:9][CH:8]=4)=[C:5]([C:13]4[CH:18]=[CH:17][CH:16]=[CH:15][CH:14]=4)[NH:4][N:3]=3)=[CH:26]2)[CH2:21][CH2:20]1. The catalyst class is: 4. (3) Reactant: [C:1]([O:5][C:6]([N:8]1[CH2:12][CH:11](O)[CH2:10][C:9]1=[O:14])=[O:7])([CH3:4])([CH3:3])[CH3:2].C(N(CC)CC)C.CS(Cl)(=O)=O.C(OCC)(=O)C. Product: [O:14]=[C:9]1[CH:10]=[CH:11][CH2:12][N:8]1[C:6]([O:5][C:1]([CH3:4])([CH3:3])[CH3:2])=[O:7]. The catalyst class is: 1. (4) Reactant: [C:1]([O:5][C:6](=[O:51])[N:7]([CH2:9][C@@H:10]([O:43][Si:44]([C:47]([CH3:50])([CH3:49])[CH3:48])([CH3:46])[CH3:45])[CH2:11][O:12][C:13]1[CH:18]=[CH:17][C:16]([Cl:19])=[C:15]([C:20]2[N:25]=[C:24]([C:26]3[C:27]([CH3:32])=[N:28][O:29][C:30]=3[CH3:31])[C:23]([CH3:33])=[C:22]([N:34]3[CH2:41][C:40]4[C:39]([CH3:42])=[N:38][NH:37][C:36]=4[CH2:35]3)[N:21]=2)[CH:14]=1)[CH3:8])([CH3:4])([CH3:3])[CH3:2].[H-].[Na+].[CH2:54]1COCC1. Product: [C:1]([O:5][C:6](=[O:51])[N:7]([CH2:9][C@@H:10]([O:43][Si:44]([C:47]([CH3:50])([CH3:49])[CH3:48])([CH3:46])[CH3:45])[CH2:11][O:12][C:13]1[CH:18]=[CH:17][C:16]([Cl:19])=[C:15]([C:20]2[N:21]=[C:22]([N:34]3[CH2:41][C:40]4[C:36](=[N:37][N:38]([CH3:54])[C:39]=4[CH3:42])[CH2:35]3)[C:23]([CH3:33])=[C:24]([C:26]3[C:27]([CH3:32])=[N:28][O:29][C:30]=3[CH3:31])[N:25]=2)[CH:14]=1)[CH3:8])([CH3:4])([CH3:2])[CH3:3].[C:1]([O:5][C:6](=[O:51])[N:7]([CH2:9][C@@H:10]([O:43][Si:44]([C:47]([CH3:50])([CH3:49])[CH3:48])([CH3:46])[CH3:45])[CH2:11][O:12][C:13]1[CH:18]=[CH:17][C:16]([Cl:19])=[C:15]([C:20]2[N:21]=[C:22]([N:34]3[CH2:41][C:40]4[C:39]([CH3:42])=[N:38][N:37]([CH3:54])[C:36]=4[CH2:35]3)[C:23]([CH3:33])=[C:24]([C:26]3[C:27]([CH3:32])=[N:28][O:29][C:30]=3[CH3:31])[N:25]=2)[CH:14]=1)[CH3:8])([CH3:4])([CH3:2])[CH3:3]. The catalyst class is: 6. (5) Reactant: [CH3:1][O:2][C:3]([C:5]1[CH:10]=[CH:9][CH:8]=[CH:7][C:6]=1[S:11]([N:14]1[C:22]2[CH:21]=[CH:20][C:19]([C:23]([N:25]3[CH2:30][CH2:29][CH:28]([CH3:31])[CH2:27][CH2:26]3)=[O:24])=[CH:18][C:17]=2[C:16]2[CH2:32][N:33](C(OC(C)(C)C)=O)[CH2:34][CH2:35][C:15]1=2)(=[O:13])=[O:12])=[O:4].[F:43][C:44]([F:49])([F:48])[C:45]([OH:47])=[O:46]. Product: [OH:47][C:45]([C:44]([F:49])([F:48])[F:43])=[O:46].[CH3:31][CH:28]1[CH2:27][CH2:26][N:25]([C:23]([C:19]2[CH:20]=[CH:21][C:22]3[N:14]([S:11]([C:6]4[CH:7]=[CH:8][CH:9]=[CH:10][C:5]=4[C:3]([O:2][CH3:1])=[O:4])(=[O:13])=[O:12])[C:15]4[CH2:35][CH2:34][NH:33][CH2:32][C:16]=4[C:17]=3[CH:18]=2)=[O:24])[CH2:30][CH2:29]1. The catalyst class is: 4. (6) Reactant: CS(O[C@H:6]([CH3:28])[CH2:7][O:8][C:9]([C:22]1[CH:27]=[CH:26][CH:25]=[CH:24][CH:23]=1)([C:16]1[CH:21]=[CH:20][CH:19]=[CH:18][CH:17]=1)[C:10]1[CH:15]=[CH:14][CH:13]=[CH:12][CH:11]=1)(=O)=O.Cl.[F:30][C@@H:31]1[CH2:35][CH2:34][NH:33][CH2:32]1.C([O-])([O-])=O.[K+].[K+]. Product: [F:30][C@@H:31]1[CH2:35][CH2:34][N:33]([C@@H:6]([CH3:28])[CH2:7][O:8][C:9]([C:22]2[CH:27]=[CH:26][CH:25]=[CH:24][CH:23]=2)([C:16]2[CH:17]=[CH:18][CH:19]=[CH:20][CH:21]=2)[C:10]2[CH:11]=[CH:12][CH:13]=[CH:14][CH:15]=2)[CH2:32]1. The catalyst class is: 10. (7) Reactant: [OH:1][CH:2]1[C:11]2[C:6](=[CH:7][CH:8]=[CH:9][CH:10]=2)[O:5][CH:4]([C:12]([OH:14])=[O:13])[CH2:3]1.[N+](=[CH2:17])=[N-]. Product: [OH:1][CH:2]1[C:11]2[C:6](=[CH:7][CH:8]=[CH:9][CH:10]=2)[O:5][CH:4]([C:12]([O:14][CH3:17])=[O:13])[CH2:3]1. The catalyst class is: 27. (8) Reactant: Cl[C:2]1[CH:7]=[CH:6][N:5]=[CH:4][C:3]=1[C:8]1[N:13]=[C:12]([CH3:14])[N:11]=[C:10]([NH2:15])[CH:9]=1.[NH:16]1[C:24]2[CH:23]=[CH:22][CH:21]=[C:20]([NH2:25])[C:19]=2[CH:18]=[N:17]1.CCO. Product: [NH2:15][C:10]1[N:11]=[C:12]([CH3:14])[N:13]=[C:8]([C:3]2[CH:4]=[N:5][CH:6]=[CH:7][C:2]=2[NH:25][C:20]2[C:19]3[CH:18]=[N:17][NH:16][C:24]=3[CH:23]=[CH:22][CH:21]=2)[CH:9]=1. The catalyst class is: 250.